Dataset: Catalyst prediction with 721,799 reactions and 888 catalyst types from USPTO. Task: Predict which catalyst facilitates the given reaction. Reactant: [NH2:1][C:2]1[CH:11]=[C:10]2[C:5]([C:6](=[O:12])[NH:7][CH:8]=[N:9]2)=[CH:4][CH:3]=1.[Cl:13][C:14]1[CH:19]=[CH:18][C:17]([N:20]=[C:21]=[O:22])=[CH:16][CH:15]=1. Product: [Cl:13][C:14]1[CH:19]=[CH:18][C:17]([NH:20][C:21]([NH:1][C:2]2[CH:11]=[C:10]3[C:5]([C:6](=[O:12])[NH:7][CH:8]=[N:9]3)=[CH:4][CH:3]=2)=[O:22])=[CH:16][CH:15]=1. The catalyst class is: 12.